From a dataset of Forward reaction prediction with 1.9M reactions from USPTO patents (1976-2016). Predict the product of the given reaction. Given the reactants [C:1]([O:5][C:6]([C:8]1[CH:13]=[CH:12][CH:11]=[CH:10][C:9]=1B1OC(C)(C)C(C)(C)O1)=[O:7])([CH3:4])([CH3:3])[CH3:2].C1(C)C=CC=CC=1.[CH2:30]([O:32][C:33](=[O:55])[C@H:34]([OH:54])[C@H:35]([NH:43][C:44](=[O:53])[C:45]1[CH:50]=[CH:49][C:48]([F:51])=[C:47](Br)[CH:46]=1)[CH2:36][C:37]1[CH:42]=[CH:41][CH:40]=[CH:39][CH:38]=1)[CH3:31].C([O-])([O-])=O.[K+].[K+], predict the reaction product. The product is: [C:1]([O:5][C:6]([C:8]1[C:9]([C:47]2[CH:46]=[C:45]([C:44](=[O:53])[NH:43][C@H:35]([CH2:36][C:37]3[CH:42]=[CH:41][CH:40]=[CH:39][CH:38]=3)[C@H:34]([C:33]([O:32][CH2:30][CH3:31])=[O:55])[OH:54])[CH:50]=[CH:49][C:48]=2[F:51])=[CH:10][CH:11]=[CH:12][CH:13]=1)=[O:7])([CH3:2])([CH3:3])[CH3:4].